This data is from Catalyst prediction with 721,799 reactions and 888 catalyst types from USPTO. The task is: Predict which catalyst facilitates the given reaction. (1) Reactant: [CH3:1][C:2]1([CH3:10])[CH:8]2[CH2:9][CH:3]1[CH2:4][CH2:5][C:6]2=[CH2:7].CC(=C)C. Product: [CH3:1][C:2]1([CH3:10])[CH:8]2[CH2:9][CH:3]1[CH2:4][CH2:5][C:6]2=[CH2:7]. The catalyst class is: 244. (2) Reactant: [N:1]1([C:7]2[CH:12]=[CH:11][C:10]([NH:13][C:14]([C:16]3[CH:17]=[C:18]([CH:27]=[CH:28][CH:29]=3)[CH2:19][S:20][CH2:21][CH2:22][C:23]([O:25]C)=[O:24])=[O:15])=[C:9]([C:30]3[CH:35]=[C:34]([NH:36][CH2:37][C:38]4[CH:43]=[CH:42][CH:41]=[C:40]([C:44]([F:47])([F:46])[F:45])[CH:39]=4)[CH:33]=[CH:32][N:31]=3)[CH:8]=2)[CH2:6][CH2:5][CH2:4][CH2:3][CH2:2]1.[Li+].[OH-].Cl. Product: [N:1]1([C:7]2[CH:12]=[CH:11][C:10]([NH:13][C:14]([C:16]3[CH:17]=[C:18]([CH:27]=[CH:28][CH:29]=3)[CH2:19][S:20][CH2:21][CH2:22][C:23]([OH:25])=[O:24])=[O:15])=[C:9]([C:30]3[CH:35]=[C:34]([NH:36][CH2:37][C:38]4[CH:43]=[CH:42][CH:41]=[C:40]([C:44]([F:46])([F:47])[F:45])[CH:39]=4)[CH:33]=[CH:32][N:31]=3)[CH:8]=2)[CH2:6][CH2:5][CH2:4][CH2:3][CH2:2]1. The catalyst class is: 30. (3) Reactant: [NH2:1][C:2]1[C:3]([C:14]([NH2:16])=[O:15])=[N:4][N:5]([C:7]2[CH:12]=[CH:11][CH:10]=[C:9]([Br:13])[CH:8]=2)[CH:6]=1.[S-:17][C:18]#[N:19].[NH4+]. Product: [NH2:19][C:18]([NH:1][C:2]1[C:3]([C:14]([NH2:16])=[O:15])=[N:4][N:5]([C:7]2[CH:12]=[CH:11][CH:10]=[C:9]([Br:13])[CH:8]=2)[CH:6]=1)=[S:17]. The catalyst class is: 33. (4) The catalyst class is: 11. Product: [CH:20]([O:19][C:16]1[CH:17]=[C:36]([O:43][CH:44]=[CH2:45])[CH:37]=[C:38]([O:40][CH:41]=[CH2:42])[CH:39]=1)=[CH2:21]. Reactant: C(=O)([O-])[O-].[Na+].[Na+].OC1C=C(O)C=C(O)C=1.[C:16]([O:19][CH:20]=[CH2:21])(=O)[CH3:17].OC1C=C(OC=C)C=C(O)C=1.OC1[CH:39]=[C:38]([O:40][CH:41]=[CH2:42])[CH:37]=[C:36]([O:43][CH:44]=[CH2:45])C=1. (5) Reactant: C(OC(=O)[NH:7][CH2:8][C:9](=[O:35])[CH2:10][S:11][C:12]1[N:13]([C:28]2[CH:33]=[CH:32][CH:31]=[C:30]([F:34])[CH:29]=2)[C:14](=[O:27])[C:15]2[C:20]([C:21]3[CH:26]=[CH:25][CH:24]=[CH:23][CH:22]=3)=[CH:19][S:18][C:16]=2[N:17]=1)(C)(C)C.[ClH:37]. Product: [ClH:37].[NH2:7][CH2:8][C:9](=[O:35])[CH2:10][S:11][C:12]1[N:13]([C:28]2[CH:33]=[CH:32][CH:31]=[C:30]([F:34])[CH:29]=2)[C:14](=[O:27])[C:15]2[C:20]([C:21]3[CH:22]=[CH:23][CH:24]=[CH:25][CH:26]=3)=[CH:19][S:18][C:16]=2[N:17]=1. The catalyst class is: 275. (6) Reactant: Br[CH2:2][C:3]([C:5]1[CH:14]=[CH:13][C:8]([C:9]([O:11][CH3:12])=[O:10])=[CH:7][CH:6]=1)=O.C([NH:18][C:19]([NH2:21])=[NH:20])(=O)C. Product: [NH2:21][C:19]1[NH:18][CH:2]=[C:3]([C:5]2[CH:14]=[CH:13][C:8]([C:9]([O:11][CH3:12])=[O:10])=[CH:7][CH:6]=2)[N:20]=1. The catalyst class is: 10. (7) Reactant: C([N:8]1[CH2:15][CH:14]([NH:16][C:17](=[O:23])[O:18][C:19]([CH3:22])([CH3:21])[CH3:20])[C:10]2([CH2:13][CH2:12][CH2:11]2)[CH2:9]1)C1C=CC=CC=1. Product: [CH2:13]1[C:10]2([CH:14]([NH:16][C:17](=[O:23])[O:18][C:19]([CH3:21])([CH3:20])[CH3:22])[CH2:15][NH:8][CH2:9]2)[CH2:11][CH2:12]1. The catalyst class is: 29. (8) Reactant: [Cl:1][C:2]1[CH:25]=[C:24]([C:26]([F:29])([F:28])[F:27])[CH:23]=[CH:22][C:3]=1[CH2:4][N:5]1[CH2:10][CH2:9][CH:8](/[CH:11]=[C:12]2/[C:13]([NH:18][CH2:19][C:20]#[CH:21])=[N:14][C:15](=[O:17])[S:16]/2)[CH2:7][CH2:6]1.[C:30]([OH:37])(=[O:36])/[CH:31]=[CH:32]/[C:33]([OH:35])=[O:34]. Product: [C:30]([OH:37])(=[O:36])/[CH:31]=[CH:32]/[C:33]([OH:35])=[O:34].[Cl:1][C:2]1[CH:25]=[C:24]([C:26]([F:27])([F:28])[F:29])[CH:23]=[CH:22][C:3]=1[CH2:4][N:5]1[CH2:6][CH2:7][CH:8](/[CH:11]=[C:12]2/[C:13]([NH:18][CH2:19][C:20]#[CH:21])=[N:14][C:15](=[O:17])[S:16]/2)[CH2:9][CH2:10]1. The catalyst class is: 8. (9) Reactant: C([O:5][C:6](=[O:24])[CH2:7][CH2:8][C:9]1[CH:22]=[CH:21][C:20]2[C:11](=[C:12]([NH2:23])[C:13]3[C:18]([N:19]=2)=[CH:17][CH:16]=[CH:15][CH:14]=3)[CH:10]=1)(C)(C)C.[F:25][C:26]([F:31])([F:30])[C:27]([OH:29])=[O:28]. Product: [NH2:23][C:12]1[C:13]2[C:18]([N:19]=[C:20]3[C:11]=1[CH:10]=[C:9]([CH2:8][CH2:7][C:6]([OH:24])=[O:5])[CH:22]=[CH:21]3)=[CH:17][CH:16]=[CH:15][CH:14]=2.[C:27]([OH:29])([C:26]([F:31])([F:30])[F:25])=[O:28]. The catalyst class is: 268.